This data is from Reaction yield outcomes from USPTO patents with 853,638 reactions. The task is: Predict the reaction yield, written as a fraction of the theoretical maximum amount of product (1.0 means a 100% yield; for example, 0.34 means a 34% yield). (1) The catalyst is C1COCC1.Cl[Pd](Cl)([P](C1C=CC=CC=1)(C1C=CC=CC=1)C1C=CC=CC=1)[P](C1C=CC=CC=1)(C1C=CC=CC=1)C1C=CC=CC=1. The yield is 0.720. The reactants are [Br:1][C:2]1[CH:3]=[C:4]([C:8]([O:10][CH3:11])=[O:9])[O:5][C:6]=1Br.Cl[Zn][CH3:14]. The product is [Br:1][C:2]1[CH:3]=[C:4]([C:8]([O:10][CH3:11])=[O:9])[O:5][C:6]=1[CH3:14]. (2) The reactants are [OH:1][CH:2]([C:19]1[O:20][C:21]([C:24]2[N:29]=[C:28]([C:30]([O:32][CH3:33])=[O:31])[CH:27]=[CH:26][CH:25]=2)=[CH:22][N:23]=1)[CH2:3][CH2:4][C:5]1[CH:10]=[CH:9][C:8]([CH2:11][O:12][C:13]2[CH:18]=[CH:17][CH:16]=[CH:15][CH:14]=2)=[CH:7][CH:6]=1.CC(OI1(OC(C)=O)(OC(C)=O)OC(=O)C2C=CC=CC1=2)=O.C([O-])(O)=O.[Na+]. The catalyst is C(Cl)Cl. The product is [O:12]([CH2:11][C:8]1[CH:7]=[CH:6][C:5]([CH2:4][CH2:3][C:2]([C:19]2[O:20][C:21]([C:24]3[N:29]=[C:28]([C:30]([O:32][CH3:33])=[O:31])[CH:27]=[CH:26][CH:25]=3)=[CH:22][N:23]=2)=[O:1])=[CH:10][CH:9]=1)[C:13]1[CH:18]=[CH:17][CH:16]=[CH:15][CH:14]=1. The yield is 0.910.